Dataset: Full USPTO retrosynthesis dataset with 1.9M reactions from patents (1976-2016). Task: Predict the reactants needed to synthesize the given product. (1) Given the product [C:2]([C:3]1[N:5]=[C:6]([CH2:7][C:8]([O:10][CH2:11][CH3:12])=[O:9])[NH:20][N:19]=1)([CH3:17])([CH3:16])[CH3:1], predict the reactants needed to synthesize it. The reactants are: [CH3:1][C:2]([CH3:17])([CH3:16])[C:3]([N:5]=[C:6](OCC)[CH2:7][C:8]([O:10][CH2:11][CH3:12])=[O:9])=O.O.[NH2:19][NH2:20]. (2) The reactants are: [F:1][C:2]1[CH:11]=[CH:10][C:5]([C:6](=[N:8][OH:9])[NH2:7])=[CH:4][CH:3]=1.[Cl:12][C:13]1[CH:18]=[CH:17][CH:16]=[C:15]([F:19])[C:14]=1[C:20]1[NH:24][C:23](=[O:25])[N:22]([C:26]2[CH:33]=[CH:32][C:29]([C:30]#N)=[CH:28][CH:27]=2)[N:21]=1. Given the product [Cl:12][C:13]1[CH:18]=[CH:17][CH:16]=[C:15]([F:19])[C:14]=1[C:20]1[NH:24][C:23](=[O:25])[N:22]([C:26]2[CH:27]=[CH:28][C:29]([C:30]3[O:9][N:8]=[C:6]([C:5]4[CH:10]=[CH:11][C:2]([F:1])=[CH:3][CH:4]=4)[N:7]=3)=[CH:32][CH:33]=2)[N:21]=1, predict the reactants needed to synthesize it. (3) Given the product [C:18]([O:17][C:15]([N:12]1[CH2:13][CH2:14][CH:9]([O:8][C:5]2[CH:6]=[N:7][C:2]([N:33]3[C:34]4[C:30](=[CH:29][C:28]([S:25]([CH:22]5[CH2:24][CH2:23]5)(=[O:27])=[O:26])=[CH:36][CH:35]=4)[CH:31]=[CH:32]3)=[CH:3][CH:4]=2)[CH2:10][CH2:11]1)=[O:16])([CH3:21])([CH3:20])[CH3:19], predict the reactants needed to synthesize it. The reactants are: Cl[C:2]1[N:7]=[CH:6][C:5]([O:8][CH:9]2[CH2:14][CH2:13][N:12]([C:15]([O:17][C:18]([CH3:21])([CH3:20])[CH3:19])=[O:16])[CH2:11][CH2:10]2)=[CH:4][CH:3]=1.[CH:22]1([S:25]([C:28]2[CH:29]=[C:30]3[C:34](=[CH:35][CH:36]=2)[NH:33][CH:32]=[CH:31]3)(=[O:27])=[O:26])[CH2:24][CH2:23]1. (4) Given the product [Br:1][C:2]1[CH:3]=[C:4]2[C:11]3([C:24](=[O:27])[N:14]([CH2:15][C:37]([F:40])([F:39])[F:38])[C:13]([S:17][CH2:36][C:37]([F:40])([F:39])[F:38])=[N:12]3)[CH2:10][CH:9]([C:18]3[CH:23]=[CH:22][CH:21]=[CH:20][CH:19]=3)[O:8][C:5]2=[CH:6][CH:7]=1, predict the reactants needed to synthesize it. The reactants are: [Br:1][C:2]1[CH:3]=[C:4]2[C:11]3([C:15](=O)[NH:14][C:13](=[S:17])[NH:12]3)[CH2:10][CH:9]([C:18]3[CH:23]=[CH:22][CH:21]=[CH:20][CH:19]=3)[O:8][C:5]2=[CH:6][CH:7]=1.[C:24]([O-:27])([O-])=O.[Cs+].[Cs+].FC(F)(F)S(O[CH2:36][C:37]([F:40])([F:39])[F:38])(=O)=O.